Dataset: Forward reaction prediction with 1.9M reactions from USPTO patents (1976-2016). Task: Predict the product of the given reaction. (1) Given the reactants [Cl:1][C:2]1[CH:7]=[CH:6][C:5]([C:8]2[CH:9]=[C:10]([C:20]([O:22]CC)=[O:21])[C:11]3[CH:16]=[N:15][N:14]([CH:17]([CH3:19])[CH3:18])[C:12]=3[N:13]=2)=[CH:4][CH:3]=1.C(O)C.[OH-].[Na+], predict the reaction product. The product is: [Cl:1][C:2]1[CH:7]=[CH:6][C:5]([C:8]2[CH:9]=[C:10]([C:20]([OH:22])=[O:21])[C:11]3[CH:16]=[N:15][N:14]([CH:17]([CH3:19])[CH3:18])[C:12]=3[N:13]=2)=[CH:4][CH:3]=1. (2) Given the reactants [NH2:1][C:2]1[CH:9]=[C:8]([Cl:10])[CH:7]=[CH:6][C:3]=1[CH:4]=O.[Cl:11][C:12]1[CH:17]=[CH:16][CH:15]=[C:14]([O:18][CH3:19])[C:13]=1[CH2:20][CH2:21][C:22]#[N:23], predict the reaction product. The product is: [Cl:10][C:8]1[CH:9]=[C:2]2[C:3]([CH:4]=[C:21]([CH2:20][C:13]3[C:14]([O:18][CH3:19])=[CH:15][CH:16]=[CH:17][C:12]=3[Cl:11])[C:22]([NH2:23])=[N:1]2)=[CH:6][CH:7]=1. (3) Given the reactants [CH2:1]([N:3]1[C:8](=[O:9])[CH:7]=[C:6]([N:10]2[CH:14]=[C:13](I)[N:12]=[C:11]2[CH3:16])[CH:5]=[N:4]1)[CH3:2].[Cl:17][C:18]1[CH:23]=[C:22]([C:24]#[C:25][Si](C)(C)C)[CH:21]=[CH:20][N:19]=1, predict the reaction product. The product is: [Cl:17][C:18]1[CH:23]=[C:22]([C:24]#[C:25][C:13]2[N:12]=[C:11]([CH3:16])[N:10]([C:6]3[CH:5]=[N:4][N:3]([CH2:1][CH3:2])[C:8](=[O:9])[CH:7]=3)[CH:14]=2)[CH:21]=[CH:20][N:19]=1. (4) Given the reactants [CH3:1][C:2]([CH3:29])([CH3:28])[C@@H:3]([O:16][C:17]([NH:19][C@@H:20]([CH2:24][CH2:25][CH2:26][CH3:27])[C:21]([O-:23])=O)=[O:18])[CH2:4][C:5]1[O:6][C:7]([C:10]2[CH:15]=[CH:14][CH:13]=[CH:12][CH:11]=2)=[N:8][N:9]=1.O.[OH-].[Li+].[C:33]1([P:39](=[CH:52][C:53]#[N:54])([C:46]2[CH:51]=[CH:50][CH:49]=[CH:48][CH:47]=2)[C:40]2[CH:45]=[CH:44][CH:43]=[CH:42][CH:41]=2)[CH:38]=[CH:37][CH:36]=[CH:35][CH:34]=1.O, predict the reaction product. The product is: [C:53]([C:52](=[P:39]([C:40]1[CH:45]=[CH:44][CH:43]=[CH:42][CH:41]=1)([C:33]1[CH:34]=[CH:35][CH:36]=[CH:37][CH:38]=1)[C:46]1[CH:51]=[CH:50][CH:49]=[CH:48][CH:47]=1)[C:21]([C@@H:20]([NH:19][C:17](=[O:18])[O:16][C@@H:3]([CH2:4][C:5]1[O:6][C:7]([C:10]2[CH:11]=[CH:12][CH:13]=[CH:14][CH:15]=2)=[N:8][N:9]=1)[C:2]([CH3:1])([CH3:29])[CH3:28])[CH2:24][CH2:25][CH2:26][CH3:27])=[O:23])#[N:54]. (5) Given the reactants [CH3:1][C:2]1[N:3]([CH:14]2[CH2:19][CH2:18][O:17][CH2:16][CH2:15]2)[C:4]([C:7]2[CH:12]=[CH:11][N:10]=[C:9]([NH2:13])[N:8]=2)=[CH:5][N:6]=1.Br[C:21]1[CH:22]=[C:23]([S:27]([N:30]2[CH2:35][CH2:34][N:33]([CH3:36])[CH2:32][CH2:31]2)(=[O:29])=[O:28])[CH:24]=[CH:25][CH:26]=1.C([O-])([O-])=O.[Cs+].[Cs+].CC(C1C=C(C(C)C)C(C2C=CC=CC=2P(C2CCCCC2)C2CCCCC2)=C(C(C)C)C=1)C, predict the reaction product. The product is: [CH3:36][N:33]1[CH2:34][CH2:35][N:30]([S:27]([C:23]2[CH:24]=[C:25]([NH:13][C:9]3[N:8]=[C:7]([C:4]4[N:3]([CH:14]5[CH2:19][CH2:18][O:17][CH2:16][CH2:15]5)[C:2]([CH3:1])=[N:6][CH:5]=4)[CH:12]=[CH:11][N:10]=3)[CH:26]=[CH:21][CH:22]=2)(=[O:29])=[O:28])[CH2:31][CH2:32]1. (6) Given the reactants [Br:1][C:2]1[C:6]([C:7]([O:9][CH2:10][CH3:11])=[O:8])=[C:5](Br)[N:4]([CH3:13])[N:3]=1.[C:14](=[O:17])([O-])[O-].[K+].[K+].[C:20](=O)([O-])O.[Na+].C[N:26]1[CH2:30][CH2:29][CH2:28][C:27]1=O, predict the reaction product. The product is: [CH:27]12[N:26]([C:5]3[N:4]([CH3:13])[N:3]=[C:2]([Br:1])[C:6]=3[C:7]([O:9][CH2:10][CH3:11])=[O:8])[CH:30]([CH2:29][CH2:28]1)[CH2:14][O:17][CH2:20]2. (7) Given the reactants [H-].[Na+].[C:3]([O:7][C:8](=[O:24])[NH:9][C@@H:10]1[C:16](=[O:17])[NH:15][C:14]2[CH:18]=[C:19]([F:22])[CH:20]=[CH:21][C:13]=2[O:12][C@@H:11]1[CH3:23])([CH3:6])([CH3:5])[CH3:4].[CH2:25](Br)[CH:26]=[CH2:27], predict the reaction product. The product is: [C:3]([O:7][C:8](=[O:24])[NH:9][C@@H:10]1[C:16](=[O:17])[N:15]([CH2:27][CH:26]=[CH2:25])[C:14]2[CH:18]=[C:19]([F:22])[CH:20]=[CH:21][C:13]=2[O:12][C@@H:11]1[CH3:23])([CH3:6])([CH3:4])[CH3:5].